Task: Regression. Given a peptide amino acid sequence and an MHC pseudo amino acid sequence, predict their binding affinity value. This is MHC class II binding data.. Dataset: Peptide-MHC class II binding affinity with 134,281 pairs from IEDB (1) The peptide sequence is AFKVAATGANAAPAN. The MHC is DRB1_0802 with pseudo-sequence DRB1_0802. The binding affinity (normalized) is 0.789. (2) The MHC is HLA-DPA10103-DPB10301 with pseudo-sequence HLA-DPA10103-DPB10301. The peptide sequence is LRKAFDAFDREKSGS. The binding affinity (normalized) is 0.236. (3) The peptide sequence is SQDLELSWNLNGPQAY. The MHC is HLA-DQA10301-DQB10302 with pseudo-sequence HLA-DQA10301-DQB10302. The binding affinity (normalized) is 0.346.